Predict the product of the given reaction. From a dataset of Forward reaction prediction with 1.9M reactions from USPTO patents (1976-2016). Given the reactants [C:1]([C:3]1[CH:8]=[CH:7][CH:6]=[CH:5][C:4]=1[NH:9][C:10]1[C:18]2[CH:17]=[CH:16][C:15](=[O:19])[N:14]([C:20]3[CH:25]=[CH:24][C:23]([S:26][CH3:27])=[CH:22][CH:21]=3)[C:13]=2[S:12][C:11]=1[C:28]([O:30][CH2:31][CH3:32])=[O:29])#[N:2].ClC1C=CC=C(C(OO)=[O:41])C=1, predict the reaction product. The product is: [C:1]([C:3]1[CH:8]=[CH:7][CH:6]=[CH:5][C:4]=1[NH:9][C:10]1[C:18]2[CH:17]=[CH:16][C:15](=[O:19])[N:14]([C:20]3[CH:21]=[CH:22][C:23]([S:26]([CH3:27])=[O:41])=[CH:24][CH:25]=3)[C:13]=2[S:12][C:11]=1[C:28]([O:30][CH2:31][CH3:32])=[O:29])#[N:2].